From a dataset of Forward reaction prediction with 1.9M reactions from USPTO patents (1976-2016). Predict the product of the given reaction. (1) The product is: [Cl:31][C:29]1[CH:22]=[C:17]([B:15]2[O:16][C:17]([CH3:22])([CH3:23])[C:18]([CH3:20])([CH3:21])[O:19]2)[CH:18]=[CH:25][C:24]=1[O:27][CH:17]1[CH2:22][CH2:4][O:5][CH2:20][CH2:18]1. Given the reactants CN([CH:4]=[O:5])C.[B:15]1([B:15]2[O:19][C:18]([CH3:21])([CH3:20])[C:17]([CH3:23])([CH3:22])[O:16]2)[O:19][C:18]([CH3:21])([CH3:20])[C:17]([CH3:23])([CH3:22])[O:16]1.[C:24]([O-:27])(=O)[CH3:25].[K+].[CH2:29]([Cl:31])Cl, predict the reaction product. (2) Given the reactants [H-].[Na+].C(OP([CH:11]([CH3:17])[C:12]([O:14][CH2:15][CH3:16])=[O:13])(OCC)=O)C.[CH2:18]([N:22]([CH2:34][CH:35]([CH3:37])[CH3:36])[C:23]1[CH:30]=[CH:29][C:26]([CH:27]=O)=[CH:25][C:24]=1[N+:31]([O-:33])=[O:32])[CH:19]([CH3:21])[CH3:20], predict the reaction product. The product is: [CH2:18]([N:22]([CH2:34][CH:35]([CH3:37])[CH3:36])[C:23]1[CH:30]=[CH:29][C:26](/[CH:27]=[C:11](\[CH3:17])/[C:12]([O:14][CH2:15][CH3:16])=[O:13])=[CH:25][C:24]=1[N+:31]([O-:33])=[O:32])[CH:19]([CH3:21])[CH3:20]. (3) Given the reactants [CH3:1][C:2]1[N:3]([C:8]2[C:9]([C:21]([O:23]C)=[O:22])=[N:10][C:11]([O:18][CH2:19][CH3:20])=[C:12]([C:14]([F:17])([F:16])[F:15])[CH:13]=2)[C:4]([CH3:7])=[CH:5][CH:6]=1.[OH-].[Na+], predict the reaction product. The product is: [CH3:7][C:4]1[N:3]([C:8]2[C:9]([C:21]([OH:23])=[O:22])=[N:10][C:11]([O:18][CH2:19][CH3:20])=[C:12]([C:14]([F:15])([F:16])[F:17])[CH:13]=2)[C:2]([CH3:1])=[CH:6][CH:5]=1.